Dataset: Forward reaction prediction with 1.9M reactions from USPTO patents (1976-2016). Task: Predict the product of the given reaction. (1) Given the reactants Cl[C:2]1[N:7]=[C:6]([C:8]2[C:9]([C:17]3[CH:18]=[C:19]([NH:23][C:24](=[O:33])[C:25]4[C:30]([F:31])=[CH:29][CH:28]=[CH:27][C:26]=4[F:32])[CH:20]=[CH:21][CH:22]=3)=[N:10][N:11]3[CH:16]=[CH:15][CH:14]=[CH:13][C:12]=23)[CH:5]=[CH:4][N:3]=1.[NH2:34][C:35]1[CH:36]=[C:37]2[C:41](=[CH:42][CH:43]=1)[CH2:40][CH:39]([N:44]([CH3:46])[CH3:45])[CH2:38]2.Cl, predict the reaction product. The product is: [CH3:45][N:44]([CH3:46])[CH:39]1[CH2:38][C:37]2[C:41](=[CH:42][CH:43]=[C:35]([NH:34][C:2]3[N:7]=[C:6]([C:8]4[C:9]([C:17]5[CH:18]=[C:19]([NH:23][C:24](=[O:33])[C:25]6[C:30]([F:31])=[CH:29][CH:28]=[CH:27][C:26]=6[F:32])[CH:20]=[CH:21][CH:22]=5)=[N:10][N:11]5[CH:16]=[CH:15][CH:14]=[CH:13][C:12]=45)[CH:5]=[CH:4][N:3]=3)[CH:36]=2)[CH2:40]1. (2) Given the reactants [CH:1]1([CH2:7][N:8]2[C:13](=[O:14])[C:12]([C:15]([NH:17][CH2:18][C:19]([O:21]CC)=[O:20])=[O:16])=[C:11]([OH:24])[C:10]([C:25](OC)=[O:26])=[C:9]2[OH:29])[CH2:6][CH2:5][CH2:4][CH2:3][CH2:2]1.C(N(CC)C(C)C)(C)C.Cl.[CH:40]1([CH2:43][CH2:44][NH2:45])[CH2:42][CH2:41]1, predict the reaction product. The product is: [CH:1]1([CH2:7][N:8]2[C:9]([OH:29])=[C:10]([C:25]([NH:45][CH2:44][CH2:43][CH:40]3[CH2:42][CH2:41]3)=[O:26])[C:11]([OH:24])=[C:12]([C:15]([NH:17][CH2:18][C:19]([OH:21])=[O:20])=[O:16])[C:13]2=[O:14])[CH2:6][CH2:5][CH2:4][CH2:3][CH2:2]1. (3) Given the reactants [C:1]([C:3]1[N:4]=[CH:5][C:6]([NH:20][C@H:21]([CH3:25])[C:22]([NH2:24])=[O:23])=[N:7][C:8]=1[NH:9][C:10]1[CH:11]=[N:12][C:13]2[C:18]([CH:19]=1)=[CH:17][CH:16]=[CH:15][CH:14]=2)#[N:2].[OH-].[Na+].OO.CC(O)=[O:32], predict the reaction product. The product is: [NH2:24][C:22](=[O:23])[C@H:21]([NH:20][C:6]1[N:7]=[C:8]([NH:9][C:10]2[CH:11]=[N:12][C:13]3[C:18]([CH:19]=2)=[CH:17][CH:16]=[CH:15][CH:14]=3)[C:3]([C:1]([NH2:2])=[O:32])=[N:4][CH:5]=1)[CH3:25]. (4) The product is: [NH:3]1[C:7]2[CH:8]=[CH:9][CH:10]=[CH:11][C:6]=2[N:5]=[C:4]1[C@H:12]([NH:22][C:23]([NH:24][C@H:25]1[C@@H:29]([F:30])[CH2:28][NH:27][CH2:26]1)=[O:38])[CH2:13][C:14]1[CH:15]=[CH:16][C:17]([O:20][CH3:21])=[CH:18][CH:19]=1. Given the reactants N#N.[NH:3]1[C:7]2[CH:8]=[CH:9][CH:10]=[CH:11][C:6]=2[N:5]=[C:4]1[C@H:12]([NH:22][C:23](=[O:38])[NH:24][C@@H:25]1[C@H:29]([F:30])[CH2:28][N:27](C(OC(C)(C)C)=O)[CH2:26]1)[CH2:13][C:14]1[CH:19]=[CH:18][C:17]([O:20][CH3:21])=[CH:16][CH:15]=1.Cl, predict the reaction product. (5) Given the reactants [C:1]([N:8]1[CH2:12][C@H:11]([OH:13])[CH2:10][C@H:9]1[C:14]([O:16][CH3:17])=[O:15])([O:3][C:4]([CH3:7])([CH3:6])[CH3:5])=[O:2].C1(P(C2C=CC=CC=2)C2C=CC=CC=2)C=CC=CC=1.[C:37](O)(=[O:44])[C:38]1[CH:43]=[CH:42][CH:41]=[CH:40][CH:39]=1.N(C(OCC)=O)=NC(OCC)=O, predict the reaction product. The product is: [C:1]([N:8]1[CH2:12][C@@H:11]([O:13][C:37](=[O:44])[C:38]2[CH:43]=[CH:42][CH:41]=[CH:40][CH:39]=2)[CH2:10][C@H:9]1[C:14]([O:16][CH3:17])=[O:15])([O:3][C:4]([CH3:7])([CH3:6])[CH3:5])=[O:2]. (6) The product is: [CH:9]([O-:11])=[O:10].[CH:9]([O-:11])=[O:10].[CH3:1][C:2]1[CH:3]=[CH:4][C:5]([CH2:6][NH:7][CH:8]([C:20]2[CH:21]=[CH:22][CH:23]=[CH:24][CH:25]=2)[C:9]([O:11][C@@H:12]2[CH:17]3[CH2:16][CH2:15][N+:14]([CH2:29][C:30](=[O:31])[C:32]4[S:33][CH:34]=[CH:35][CH:36]=4)([CH2:19][CH2:18]3)[CH2:13]2)=[O:10])=[CH:26][CH:27]=1.[CH3:1][C:2]1[CH:3]=[CH:4][C:5]([CH2:6][NH:7][CH:8]([C:20]2[CH:21]=[CH:22][CH:23]=[CH:24][CH:25]=2)[C:9]([O:11][C@@H:12]2[CH:17]3[CH2:16][CH2:15][N+:14]([CH2:29][C:30]([C:32]4[S:33][CH:34]=[CH:35][CH:36]=4)=[O:31])([CH2:19][CH2:18]3)[CH2:13]2)=[O:10])=[CH:26][CH:27]=1. Given the reactants [CH3:1][C:2]1[CH:27]=[CH:26][C:5]([CH2:6][NH:7][CH:8]([C:20]2[CH:25]=[CH:24][CH:23]=[CH:22][CH:21]=2)[C:9]([O:11][C@@H:12]2[CH:17]3[CH2:18][CH2:19][N:14]([CH2:15][CH2:16]3)[CH2:13]2)=[O:10])=[CH:4][CH:3]=1.Cl[CH2:29][C:30]([C:32]1[S:33][CH:34]=[CH:35][CH:36]=1)=[O:31], predict the reaction product. (7) Given the reactants [F:1][C:2]1[CH:3]=[C:4]([CH2:9][C@H:10]([NH:14][C:15](=[O:21])[O:16][C:17]([CH3:20])([CH3:19])[CH3:18])[C@H:11]2[CH2:13][O:12]2)[CH:5]=[C:6]([F:8])[CH:7]=1.[CH3:22][CH:23]([OH:25])[CH3:24], predict the reaction product. The product is: [F:1][C:2]1[CH:3]=[C:4]([CH:5]=[C:6]([F:8])[CH:7]=1)[CH2:9][C@H:10]([NH:14][C:15](=[O:21])[O:16][C:17]([CH3:20])([CH3:19])[CH3:18])[C@H:11]([OH:12])[CH2:13][NH:14][C@@H:10]1[C:24]2[C:23](=[CH:22][CH:18]=[C:17]([OH:16])[CH:19]=2)[O:25][CH2:4][CH2:9]1.